Dataset: Reaction yield outcomes from USPTO patents with 853,638 reactions. Task: Predict the reaction yield, written as a fraction of the theoretical maximum amount of product (1.0 means a 100% yield; for example, 0.34 means a 34% yield). (1) The reactants are [H-].[Na+].[N+:3]([CH2:6][CH3:7])([O-:5])=[O:4].[O:8]=[C:9]1[CH2:12][N:11]([C:13]([O:15][C:16]([CH3:19])([CH3:18])[CH3:17])=[O:14])[CH2:10]1. The catalyst is O1CCCC1. The product is [OH:8][C:9]1([CH:6]([N+:3]([O-:5])=[O:4])[CH3:7])[CH2:12][N:11]([C:13]([O:15][C:16]([CH3:19])([CH3:18])[CH3:17])=[O:14])[CH2:10]1. The yield is 0.580. (2) The reactants are [I:1][C:2]1[CH:10]=[CH:9][C:5]([C:6]([OH:8])=[O:7])=[C:4]([Br:11])[CH:3]=1.S(=O)(=O)(O)O.[CH2:17](O)[CH3:18]. No catalyst specified. The product is [Br:11][C:4]1[CH:3]=[C:2]([I:1])[CH:10]=[CH:9][C:5]=1[C:6]([O:8][CH2:17][CH3:18])=[O:7]. The yield is 0.920.